Dataset: Catalyst prediction with 721,799 reactions and 888 catalyst types from USPTO. Task: Predict which catalyst facilitates the given reaction. (1) Reactant: O1CCCCC1[O:7][NH:8][C:9](=[O:43])/[CH:10]=[CH:11]/[C:12]1[CH:16]=[CH:15][N:14]([S:17]([C:20]2[CH:25]=[CH:24][C:23]([C:26]3[CH:31]=[CH:30][C:29]([NH:32][S:33]([C:36]4[CH:41]=[CH:40][C:39]([CH3:42])=[CH:38][CH:37]=4)(=[O:35])=[O:34])=[CH:28][CH:27]=3)=[CH:22][CH:21]=2)(=[O:19])=[O:18])[CH:13]=1. Product: [OH:7][NH:8][C:9](=[O:43])/[CH:10]=[CH:11]/[C:12]1[CH:16]=[CH:15][N:14]([S:17]([C:20]2[CH:21]=[CH:22][C:23]([C:26]3[CH:31]=[CH:30][C:29]([NH:32][S:33]([C:36]4[CH:37]=[CH:38][C:39]([CH3:42])=[CH:40][CH:41]=4)(=[O:35])=[O:34])=[CH:28][CH:27]=3)=[CH:24][CH:25]=2)(=[O:18])=[O:19])[CH:13]=1. The catalyst class is: 5. (2) Reactant: CC[N:3]([CH:7]([CH3:9])[CH3:8])[CH:4]([CH3:6])[CH3:5].[N:10]1([C:16](Cl)=[O:17])[CH2:15][CH2:14][O:13][CH2:12][CH2:11]1. Product: [CH3:9][C:7]1[CH:8]=[C:5]([CH2:4][N:3]([CH2:7][CH3:8])[C:16]([N:10]2[CH2:15][CH2:14][O:13][CH2:12][CH2:11]2)=[O:17])[CH:6]=[C:4]([CH3:5])[N:3]=1. The catalyst class is: 3. (3) Reactant: [C:1]([C:3]1[C:11]2[C:6](=[CH:7][CH:8]=[C:9](OC)[CH:10]=2)[N:5]([CH2:14][CH3:15])[C:4]=1[C:16]1[CH:25]=[CH:24][C:19]([C:20]([O:22]C)=[O:21])=[CH:18][CH:17]=1)#[N:2].[OH-].[Na+].C1C[O:31][CH2:30]C1. Product: [C:1]([C:3]1[C:11]2[C:6](=[CH:7][C:8]([O:31][CH3:30])=[CH:9][CH:10]=2)[N:5]([CH2:14][CH3:15])[C:4]=1[C:16]1[CH:17]=[CH:18][C:19]([C:20]([OH:22])=[O:21])=[CH:24][CH:25]=1)#[N:2]. The catalyst class is: 6. (4) Reactant: C12(C)C(C)(C)C(CC1)CC2C(Cl)=O.N[CH:15]1[CH2:21][CH2:20][C:19](=[O:22])[NH:18][C:16]1=[O:17].CC[N:25](CC)CC. Product: [NH2:25][N:18]1[C:19](=[O:22])[CH2:20][CH2:21][CH2:15][C:16]1=[O:17]. The catalyst class is: 22. (5) Reactant: N[C:2]1[CH:3]=[CH:4][C:5]([O:8][CH3:9])=[N:6][CH:7]=1.[N+]([O-])([O-])=O.[Na+].[F:15][P-](F)(F)(F)(F)F.[H+]. Product: [F:15][C:2]1[CH:3]=[CH:4][C:5]([O:8][CH3:9])=[N:6][CH:7]=1. The catalyst class is: 126. (6) Reactant: [C:1]([O:5][C:6]([N:8]1[CH2:13][CH2:12][CH:11]([NH:14][C@H:15]([C:18]2[CH:23]=[CH:22][CH:21]=[CH:20][CH:19]=2)[CH2:16][OH:17])[CH2:10][CH2:9]1)=[O:7])([CH3:4])([CH3:3])[CH3:2].[C:24]1([N:30]=[C:31]=[O:32])[CH:29]=[CH:28][CH:27]=[CH:26][CH:25]=1. Product: [C:1]([O:5][C:6]([N:8]1[CH2:9][CH2:10][CH:11]([N:14]([C@H:15]([C:18]2[CH:19]=[CH:20][CH:21]=[CH:22][CH:23]=2)[CH2:16][OH:17])[C:31]([NH:30][C:24]2[CH:29]=[CH:28][CH:27]=[CH:26][CH:25]=2)=[O:32])[CH2:12][CH2:13]1)=[O:7])([CH3:4])([CH3:2])[CH3:3]. The catalyst class is: 2. (7) Reactant: C[O:2][CH:3]1[CH:7]([CH:8]=O)[CH2:6][CH:5](OC)O1.[F:12][C:13]([F:25])([F:24])[S:14]([C:17]1[CH:23]=[CH:22][C:20]([NH2:21])=[CH:19][CH:18]=1)(=[O:16])=[O:15]. Product: [F:24][C:13]([F:12])([F:25])[S:14]([C:17]1[CH:18]=[CH:19][C:20]([N:21]2[CH:5]=[CH:6][C:7]([CH:3]=[O:2])=[CH:8]2)=[CH:22][CH:23]=1)(=[O:15])=[O:16]. The catalyst class is: 15. (8) Reactant: [Cl:1][C:2]1[N:7]=[N:6][C:5]([NH:8][NH2:9])=[CH:4][CH:3]=1.[N:10]1[C:19]2[C:14](=[CH:15][C:16]([CH2:20][C:21](O)=O)=[CH:17][CH:18]=2)[CH:13]=[CH:12][CH:11]=1.C1(N=C=NC2CCCCC2)CCCCC1. Product: [Cl:1][C:2]1[CH:3]=[CH:4][C:5]2[N:6]([C:21]([CH2:20][C:16]3[CH:15]=[C:14]4[C:19](=[CH:18][CH:17]=3)[N:10]=[CH:11][CH:12]=[CH:13]4)=[N:9][N:8]=2)[N:7]=1. The catalyst class is: 4.